From a dataset of Forward reaction prediction with 1.9M reactions from USPTO patents (1976-2016). Predict the product of the given reaction. (1) Given the reactants C(OC([N:8]1[CH2:12][CH2:11][CH2:10][C@@H:9]1[CH2:13][O:14][C:15]1[CH:20]=[CH:19][C:18]([O:21][C:22]2[NH:26][C:25]3[CH:27]=[CH:28][CH:29]=[CH:30][C:24]=3[N:23]=2)=[CH:17][CH:16]=1)=O)(C)(C)C.[ClH:31].CCOCC, predict the reaction product. The product is: [ClH:31].[NH:8]1[CH2:12][CH2:11][CH2:10][C@@H:9]1[CH2:13][O:14][C:15]1[CH:20]=[CH:19][C:18]([O:21][C:22]2[NH:23][C:24]3[CH:30]=[CH:29][CH:28]=[CH:27][C:25]=3[N:26]=2)=[CH:17][CH:16]=1. (2) Given the reactants [S:1]1[CH:5]=[CH:4][N:3]=[CH:2]1.C([Li])CCC.[CH2:11]([O:13][C:14]1[CH:15]=[C:16]([C:23]2[S:24][CH:25]=[C:26]([CH2:28][CH2:29][C:30](N(OC)C)=[O:31])[N:27]=2)[CH:17]=[CH:18][C:19]=1[O:20][CH2:21][CH3:22])[CH3:12].[Cl-].[NH4+], predict the reaction product. The product is: [CH2:11]([O:13][C:14]1[CH:15]=[C:16]([C:23]2[S:24][CH:25]=[C:26]([CH2:28][CH2:29][C:30]([C:2]3[S:1][CH:5]=[CH:4][N:3]=3)=[O:31])[N:27]=2)[CH:17]=[CH:18][C:19]=1[O:20][CH2:21][CH3:22])[CH3:12]. (3) Given the reactants [NH2:1][C:2]1[N:11]=[CH:10][C:9]2[C:8](SC)=[N:7][CH:6]=[N:5][C:4]=2[CH:3]=1.[Br:14][C:15]1[CH:16]=[C:17]([CH:20]=[CH:21][CH:22]=1)[CH2:18][NH2:19], predict the reaction product. The product is: [NH2:1][C:2]1[N:11]=[CH:10][C:9]2[C:8]([NH:19][CH2:18][C:17]3[CH:20]=[CH:21][CH:22]=[C:15]([Br:14])[CH:16]=3)=[N:7][CH:6]=[N:5][C:4]=2[CH:3]=1.